The task is: Predict the product of the given reaction.. This data is from Forward reaction prediction with 1.9M reactions from USPTO patents (1976-2016). Given the reactants [CH2:1]([O:8][C:9]1[C:10]([Cl:26])=[CH:11][C:12]([S:19][CH2:20][CH2:21][Si](C)(C)C)=[C:13]2[C:18]=1[N:17]=[CH:16][CH:15]=[CH:14]2)[C:2]1[CH:7]=[CH:6][CH:5]=[CH:4][CH:3]=1.[F:27][C:28]1[CH:33]=CC(I)=[CH:30][CH:29]=1, predict the reaction product. The product is: [CH2:1]([O:8][C:9]1[C:10]([Cl:26])=[CH:11][C:12]([S:19][C:20]2[CH:30]=[CH:29][C:28]([F:27])=[CH:33][CH:21]=2)=[C:13]2[C:18]=1[N:17]=[CH:16][CH:15]=[CH:14]2)[C:2]1[CH:7]=[CH:6][CH:5]=[CH:4][CH:3]=1.